From a dataset of Forward reaction prediction with 1.9M reactions from USPTO patents (1976-2016). Predict the product of the given reaction. Given the reactants OS(O)(=O)=O.Cl[CH2:7][CH2:8][C:9]([C:11]1[CH:12]=[CH:13][C:14]2[N:15]([CH2:29][CH2:30][CH2:31][N:32]([CH2:45][CH3:46])[S:33]([C:36]3[CH:41]=[CH:40][CH:39]=[CH:38][C:37]=3[N+:42]([O-:44])=[O:43])(=[O:35])=[O:34])[C:16]3[C:21]([C:22]=2[CH:23]=1)=[CH:20][C:19]([C:24](=[O:28])[CH2:25][CH2:26]Cl)=[CH:18][CH:17]=3)=[O:10], predict the reaction product. The product is: [O:28]=[C:24]1[C:19]2[CH:18]=[CH:17][C:16]3[N:15]([CH2:29][CH2:30][CH2:31][N:32]([CH2:45][CH3:46])[S:33]([C:36]4[CH:41]=[CH:40][CH:39]=[CH:38][C:37]=4[N+:42]([O-:44])=[O:43])(=[O:34])=[O:35])[C:14]4[CH:13]=[CH:12][C:11]5[C:9](=[O:10])[CH2:8][CH2:7][C:23]=5[C:22]=4[C:21]=3[C:20]=2[CH2:26][CH2:25]1.